From a dataset of Reaction yield outcomes from USPTO patents with 853,638 reactions. Predict the reaction yield, written as a fraction of the theoretical maximum amount of product (1.0 means a 100% yield; for example, 0.34 means a 34% yield). (1) The reactants are [CH3:1][O:2][C:3]([C:5]1[N:6]([CH3:23])[C:7]([S:10]([N:13]2[CH2:17][CH2:16][C@H:15](OS(C)(=O)=O)[CH2:14]2)(=[O:12])=[O:11])=[CH:8][CH:9]=1)=[O:4].C(=O)([O-])[O-].[Cs+].[Cs+].[C:30]([C:34]1[CH:39]=[C:38]([SH:40])[CH:37]=[C:36]([C:41]([CH3:44])([CH3:43])[CH3:42])[C:35]=1[OH:45])([CH3:33])([CH3:32])[CH3:31]. The catalyst is CCC(C)=O.O.C(OCC)(=O)C. The product is [CH3:1][O:2][C:3]([C:5]1[N:6]([CH3:23])[C:7]([S:10]([N:13]2[CH2:17][CH2:16][C@@H:15]([S:40][C:38]3[CH:37]=[C:36]([C:41]([CH3:42])([CH3:43])[CH3:44])[C:35]([OH:45])=[C:34]([C:30]([CH3:33])([CH3:32])[CH3:31])[CH:39]=3)[CH2:14]2)(=[O:11])=[O:12])=[CH:8][CH:9]=1)=[O:4]. The yield is 0.870. (2) The reactants are [OH:1][C:2]1[CH:7]=[CH:6][CH:5]=[CH:4][C:3]=1[CH2:8][C:9]([OH:11])=[O:10].CC(C)([O-])C.[K+].[CH3:18][O:19][C:20]1[CH:27]=[CH:26][C:23]([CH2:24]Cl)=[CH:22][CH:21]=1. The catalyst is CN(C)C=O. The product is [OH:1][C:2]1[CH:7]=[CH:6][CH:5]=[CH:4][C:3]=1[CH2:8][C:9]([O:11][CH2:24][C:23]1[CH:26]=[CH:27][C:20]([O:19][CH3:18])=[CH:21][CH:22]=1)=[O:10]. The yield is 0.420. (3) The reactants are [Cl:1][C:2]1[CH:3]=[C:4]([NH:12][C:13](=[O:19])[O:14][C:15]([CH3:18])([CH3:17])[CH3:16])[C:5]2[N:6]([C:8]([CH3:11])=[N:9][N:10]=2)[N:7]=1.[H-].[Na+].[CH3:22]I. The catalyst is CN(C=O)C. The product is [Cl:1][C:2]1[CH:3]=[C:4]([N:12]([CH3:22])[C:13](=[O:19])[O:14][C:15]([CH3:16])([CH3:18])[CH3:17])[C:5]2[N:6]([C:8]([CH3:11])=[N:9][N:10]=2)[N:7]=1. The yield is 0.980. (4) The reactants are [C:1]([N:9]1[CH2:12][CH:11]([CH2:13][O:14][C:15]2[C:23]([CH:24]3[CH2:26][CH2:25]3)=[CH:22][C:18]([C:19](O)=[O:20])=[C:17]([F:27])[CH:16]=2)[CH2:10]1)(=[O:8])[C:2]1[CH:7]=[CH:6][CH:5]=[CH:4][CH:3]=1.CCN=C=NCCCN(C)C.[CH3:39][S:40]([NH2:43])(=[O:42])=[O:41]. The catalyst is CN(C1C=CN=CC=1)C.C(Cl)Cl. The product is [C:1]([N:9]1[CH2:12][CH:11]([CH2:13][O:14][C:15]2[C:23]([CH:24]3[CH2:26][CH2:25]3)=[CH:22][C:18]([C:19]([NH:43][S:40]([CH3:39])(=[O:42])=[O:41])=[O:20])=[C:17]([F:27])[CH:16]=2)[CH2:10]1)(=[O:8])[C:2]1[CH:7]=[CH:6][CH:5]=[CH:4][CH:3]=1. The yield is 0.170.